This data is from Serine/threonine kinase 33 screen with 319,792 compounds. The task is: Binary Classification. Given a drug SMILES string, predict its activity (active/inactive) in a high-throughput screening assay against a specified biological target. (1) The compound is O(c1c(OC)cc(cc1)/C=N\NC(=O)c1cccnc1)CC(=O)Nc1ccc(cc1)C. The result is 0 (inactive). (2) The molecule is O=C(N\N=C\c1cccnc1)c1c(n(nc1)c1ccccc1)N. The result is 0 (inactive).